Regression. Given two drug SMILES strings and cell line genomic features, predict the synergy score measuring deviation from expected non-interaction effect. From a dataset of NCI-60 drug combinations with 297,098 pairs across 59 cell lines. (1) Drug 1: C1=CN(C(=O)N=C1N)C2C(C(C(O2)CO)O)O.Cl. Drug 2: COCCOC1=C(C=C2C(=C1)C(=NC=N2)NC3=CC=CC(=C3)C#C)OCCOC.Cl. Cell line: NCI-H226. Synergy scores: CSS=5.14, Synergy_ZIP=-1.47, Synergy_Bliss=-0.356, Synergy_Loewe=-0.536, Synergy_HSA=0.125. (2) Drug 1: C1CC(C1)(C(=O)O)C(=O)O.[NH2-].[NH2-].[Pt+2]. Drug 2: CC1=C2C(C(=O)C3(C(CC4C(C3C(C(C2(C)C)(CC1OC(=O)C(C(C5=CC=CC=C5)NC(=O)C6=CC=CC=C6)O)O)OC(=O)C7=CC=CC=C7)(CO4)OC(=O)C)O)C)OC(=O)C. Cell line: MCF7. Synergy scores: CSS=22.9, Synergy_ZIP=-6.54, Synergy_Bliss=-1.08, Synergy_Loewe=-27.0, Synergy_HSA=-0.135. (3) Drug 1: CC1=C(C(CCC1)(C)C)C=CC(=CC=CC(=CC(=O)O)C)C. Drug 2: CC1CCC2CC(C(=CC=CC=CC(CC(C(=O)C(C(C(=CC(C(=O)CC(OC(=O)C3CCCCN3C(=O)C(=O)C1(O2)O)C(C)CC4CCC(C(C4)OC)O)C)C)O)OC)C)C)C)OC. Cell line: MCF7. Synergy scores: CSS=10.3, Synergy_ZIP=-0.697, Synergy_Bliss=6.18, Synergy_Loewe=2.64, Synergy_HSA=2.86.